This data is from Catalyst prediction with 721,799 reactions and 888 catalyst types from USPTO. The task is: Predict which catalyst facilitates the given reaction. (1) Reactant: [C:1]([O:8][C@@H:9]([CH2:16]/[CH:17]=[CH:18]\[CH2:19][CH2:20][CH2:21][CH2:22][CH2:23][CH2:24][CH2:25][CH:26]([OH:37])[CH2:27][CH2:28][CH2:29][CH2:30][CH2:31][CH2:32][CH2:33][CH2:34][CH2:35][CH3:36])[CH2:10][CH2:11][CH2:12][CH2:13][CH2:14][CH3:15])(=[O:7])[CH2:2][CH2:3][CH2:4][CH2:5][CH3:6].N1C=CC=CC=1.Cl[C:45](Cl)([O:47][C:48](=[O:54])OC(Cl)(Cl)Cl)Cl.[CH3:56][N:57]([CH3:62])[CH2:58][CH2:59]CO. Product: [C:1]([O:8][C@@H:9]([CH2:16]/[CH:17]=[CH:18]\[CH2:19][CH2:20][CH2:21][CH2:22][CH2:23][CH2:24][CH2:25][CH:26]([O:37][C:48]([O:47][CH2:45][CH2:59][CH2:58][N:57]([CH3:62])[CH3:56])=[O:54])[CH2:27][CH2:28][CH2:29][CH2:30][CH2:31][CH2:32][CH2:33][CH2:34][CH2:35][CH3:36])[CH2:10][CH2:11][CH2:12][CH2:13][CH2:14][CH3:15])(=[O:7])[CH2:2][CH2:3][CH2:4][CH2:5][CH3:6]. The catalyst class is: 11. (2) Reactant: [C:1]([CH2:4]/[CH:5]=[CH:6]/[C:7]1[CH:12]=[CH:11][C:10]([CH2:13][CH2:14][C:15]2[CH:20]=[CH:19][N:18]=[C:17]3[NH:21][N:22]=[C:23]([O:24][C@@H:25]4[O:51][C@H:50]([CH2:52][O:53][C:54](=[O:59])[C:55]([CH3:58])([CH3:57])[CH3:56])[C@@H:42]([O:43][C:44](=[O:49])[C:45]([CH3:48])([CH3:47])[CH3:46])[C@H:34]([O:35][C:36](=[O:41])[C:37]([CH3:40])([CH3:39])[CH3:38])[C@H:26]4[O:27][C:28](=[O:33])[C:29]([CH3:32])([CH3:31])[CH3:30])[C:16]=23)=[CH:9][CH:8]=1)([OH:3])=O.[NH2:60][C@@H:61]([CH3:64])[CH2:62][OH:63].ON1C2C=CC=CC=2N=N1.Cl.C(N=C=NCCCN(C)C)C. Product: [OH:63][CH2:62][C@@H:61]([NH:60][C:1]([CH2:4]/[CH:5]=[CH:6]/[C:7]1[CH:12]=[CH:11][C:10]([CH2:13][CH2:14][C:15]2[CH:20]=[CH:19][N:18]=[C:17]3[NH:21][N:22]=[C:23]([O:24][C@@H:25]4[O:51][C@H:50]([CH2:52][O:53][C:54](=[O:59])[C:55]([CH3:56])([CH3:58])[CH3:57])[C@@H:42]([O:43][C:44](=[O:49])[C:45]([CH3:48])([CH3:47])[CH3:46])[C@H:34]([O:35][C:36](=[O:41])[C:37]([CH3:39])([CH3:38])[CH3:40])[C@H:26]4[O:27][C:28](=[O:33])[C:29]([CH3:32])([CH3:30])[CH3:31])[C:16]=23)=[CH:9][CH:8]=1)=[O:3])[CH3:64]. The catalyst class is: 681. (3) Reactant: CN(C(ON1N=NC2C=CC=CC1=2)=[N+](C)C)C.[B-](F)(F)(F)F.[C:23]([O:27][C:28]([N:30]([CH2:35][CH2:36][CH2:37][CH2:38][CH2:39][O:40][C:41]1[CH:46]=[CH:45][C:44]([C:47]([O:49][CH3:50])=[O:48])=[CH:43][CH:42]=1)[CH2:31][C:32]([OH:34])=O)=[O:29])([CH3:26])([CH3:25])[CH3:24].[NH2:51][C@@H:52]([C:77]([CH3:80])([CH3:79])[CH3:78])[C:53]([N:55]1[CH2:59][C@H:58]([OH:60])[CH2:57][C@H:56]1[C:61]([NH:63][CH2:64][C:65]1[CH:70]=[CH:69][C:68]([C:71]2[S:75][CH:74]=[N:73][C:72]=2[CH3:76])=[CH:67][CH:66]=1)=[O:62])=[O:54].CCN(C(C)C)C(C)C. Product: [C:23]([O:27][C:28]([N:30]([CH2:31][C:32](=[O:34])[NH:51][C@@H:52]([C:77]([CH3:80])([CH3:79])[CH3:78])[C:53]([N:55]1[CH2:59][C@H:58]([OH:60])[CH2:57][C@H:56]1[C:61](=[O:62])[NH:63][CH2:64][C:65]1[CH:66]=[CH:67][C:68]([C:71]2[S:75][CH:74]=[N:73][C:72]=2[CH3:76])=[CH:69][CH:70]=1)=[O:54])[CH2:35][CH2:36][CH2:37][CH2:38][CH2:39][O:40][C:41]1[CH:42]=[CH:43][C:44]([C:47]([O:49][CH3:50])=[O:48])=[CH:45][CH:46]=1)=[O:29])([CH3:26])([CH3:25])[CH3:24]. The catalyst class is: 31. (4) Reactant: C([O:3][C:4]([CH:6]1[CH2:11][CH2:10][N:9]([C:12](=[O:38])[C:13]2[CH:18]=[CH:17][C:16]([S:19](=[O:37])(=[O:36])[NH:20][C:21]3[CH:26]=[CH:25][CH:24]=[CH:23][C:22]=3[O:27][C:28]3[CH:33]=[CH:32][C:31]([Cl:34])=[CH:30][C:29]=3[Cl:35])=[CH:15][CH:14]=2)[CH2:8][CH2:7]1)=[O:5])C.O.CO. The catalyst class is: 7. Product: [Cl:35][C:29]1[CH:30]=[C:31]([Cl:34])[CH:32]=[CH:33][C:28]=1[O:27][C:22]1[CH:23]=[CH:24][CH:25]=[CH:26][C:21]=1[NH:20][S:19]([C:16]1[CH:17]=[CH:18][C:13]([C:12]([N:9]2[CH2:8][CH2:7][CH:6]([C:4]([OH:5])=[O:3])[CH2:11][CH2:10]2)=[O:38])=[CH:14][CH:15]=1)(=[O:36])=[O:37]. (5) Reactant: [CH:1]1[C:10]2[C:5](=[CH:6][CH:7]=[N:8][CH:9]=2)[CH:4]=[C:3]([C:11]([O-:13])=O)[N:2]=1.[NH2:14][NH2:15].Cl.[N:17]([O-])=O.[Na+].C([O-])(O)=O.[Na+]. Product: [CH:1]1[C:10]2[C:5](=[CH:6][CH:7]=[N:8][CH:9]=2)[CH:4]=[C:3]([C:11]([N:14]=[N+:15]=[N-:17])=[O:13])[N:2]=1. The catalyst class is: 97. (6) Reactant: [CH2:1]([NH:3][C:4](=[O:20])[C@@H:5]([NH:9][C:10](=[O:19])[C:11]1[CH:16]=[CH:15][C:14]([I:17])=[CH:13][C:12]=1[OH:18])[C@H:6](O)[CH3:7])[CH3:2].C(Cl)Cl.S(Cl)(Cl)=O. Product: [CH2:1]([NH:3][C:4]([C@@H:5]1[C@H:6]([CH3:7])[O:19][C:10]([C:11]2[CH:16]=[CH:15][C:14]([I:17])=[CH:13][C:12]=2[OH:18])=[N:9]1)=[O:20])[CH3:2]. The catalyst class is: 425.